Dataset: Reaction yield outcomes from USPTO patents with 853,638 reactions. Task: Predict the reaction yield, written as a fraction of the theoretical maximum amount of product (1.0 means a 100% yield; for example, 0.34 means a 34% yield). (1) The reactants are [Na].Cl[C:3]1[N:11]=[CH:10][CH:9]=[CH:8][C:4]=1[C:5]([OH:7])=[O:6]. The catalyst is C(O)CCC. The product is [CH2:5]([O:6][C:3]1[C:4]([C:5]([OH:7])=[O:6])=[CH:8][CH:9]=[CH:10][N:11]=1)[CH2:4][CH2:8][CH3:9]. The yield is 0.960. (2) The reactants are [C:1]([N:5]1[C:9]2=[N:10][C:11](F)=[CH:12][CH:13]=[C:8]2[C:7]([C:15]([OH:17])=O)=[N:6]1)([CH3:4])([CH3:3])[CH3:2].C([N:20](CC)CC)C.CCN=C=N[CH2:30][CH2:31][CH2:32][N:33](C)C.C1C=NC2N(O)N=NC=2C=1.C1(N)CC1. The catalyst is C(Cl)Cl. The product is [CH:32]1([NH:33][C:15]([C:7]2[C:8]3[C:9](=[N:10][C:11]([NH2:20])=[CH:12][CH:13]=3)[N:5]([C:1]([CH3:2])([CH3:3])[CH3:4])[N:6]=2)=[O:17])[CH2:30][CH2:31]1. The yield is 0.270. (3) The reactants are [C:1]([C:4]1[CH:13]=[CH:12][C:11]2[C:6](=[CH:7][CH:8]=[CH:9][CH:10]=2)[CH:5]=1)(=[O:3])[CH3:2].[I:14]I.[N:16]1[CH:21]=[CH:20][CH:19]=[CH:18][CH:17]=1. The catalyst is O. The product is [I-:14].[CH:5]1[C:6]2[C:11](=[CH:10][CH:9]=[CH:8][CH:7]=2)[CH:12]=[CH:13][C:4]=1[C:1](=[O:3])[CH2:2][N+:16]1[CH:21]=[CH:20][CH:19]=[CH:18][CH:17]=1. The yield is 0.880. (4) The reactants are Br[C:2]1[S:3][CH:4]=[CH:5][N:6]=1.CC(C)([O-])C.[Na+].[C:13]([O:17][C:18]([N:20]1[CH2:25][C@@H:24]2[CH2:26][C@H:21]1[CH2:22][NH:23]2)=[O:19])([CH3:16])([CH3:15])[CH3:14].C1(C2C=CC=CC=2)C=CC=CC=1. The catalyst is O1CCOCC1.C(OCC)(=O)C.O.C([O-])(=O)C.[Pd+2].C([O-])(=O)C. The product is [C:13]([O:17][C:18]([N:20]1[CH2:25][CH:24]2[CH2:26][CH:21]1[CH2:22][N:23]2[C:2]1[S:3][CH:4]=[CH:5][N:6]=1)=[O:19])([CH3:16])([CH3:14])[CH3:15]. The yield is 0.520. (5) The reactants are [CH3:1][C:2]1[CH:3]=[C:4]([C:19]2[S:23][C:22]([CH:24]=O)=[N:21][CH:20]=2)[CH:5]=[C:6]([NH:8][C:9]2[N:14]=[C:13]([C:15]([F:18])([F:17])[F:16])[CH:12]=[CH:11][N:10]=2)[CH:7]=1.[NH2:26][CH2:27][CH:28]1[NH:32][C:31](=[O:33])[CH2:30][CH2:29]1.CN(C=O)C.C([BH3-])#N.[Na+]. The catalyst is C(O)(=O)C. The product is [CH3:1][C:2]1[CH:3]=[C:4]([C:19]2[S:23][C:22]([CH2:24][NH:26][CH2:27][CH:28]3[NH:32][C:31](=[O:33])[CH2:30][CH2:29]3)=[N:21][CH:20]=2)[CH:5]=[C:6]([NH:8][C:9]2[N:14]=[C:13]([C:15]([F:17])([F:16])[F:18])[CH:12]=[CH:11][N:10]=2)[CH:7]=1. The yield is 0.250. (6) The reactants are Cl[C:2]1[N:3]=[C:4]2[C:10]3[CH:11]=[CH:12][CH:13]=[CH:14][C:9]=3[NH:8][C:7]3[N:15]=[CH:16][CH:17]=[CH:18][C:6]=3[N:5]2[C:19]=1[C:20]1[CH:25]=[CH:24][C:23]([C:26]2([NH:30][C:31](=[O:37])[O:32][C:33]([CH3:36])([CH3:35])[CH3:34])[CH2:29][CH2:28][CH2:27]2)=[CH:22][CH:21]=1.[N+:38]([C:41]1[CH:42]=[C:43](B2OC(C)(C)C(C)(C)O2)[CH:44]=[CH:45][CH:46]=1)([O-:40])=[O:39].C([O-])([O-])=O.[Na+].[Na+]. The catalyst is CN(C=O)C.CCOC(C)=O.CC(P(C(C)(C)C)C1C=CC(N(C)C)=CC=1)(C)C.CC(P(C(C)(C)C)C1C=CC(N(C)C)=CC=1)(C)C.Cl[Pd]Cl. The product is [N+:38]([C:41]1[CH:46]=[C:45]([C:2]2[N:3]=[C:4]3[C:10]4[CH:11]=[CH:12][CH:13]=[CH:14][C:9]=4[NH:8][C:7]4[N:15]=[CH:16][CH:17]=[CH:18][C:6]=4[N:5]3[C:19]=2[C:20]2[CH:25]=[CH:24][C:23]([C:26]3([NH:30][C:31](=[O:37])[O:32][C:33]([CH3:35])([CH3:34])[CH3:36])[CH2:27][CH2:28][CH2:29]3)=[CH:22][CH:21]=2)[CH:44]=[CH:43][CH:42]=1)([O-:40])=[O:39]. The yield is 0.962. (7) The reactants are [CH2:1]([O:8][C:9]1[C:18](=[O:19])[N:17]2[C:12]([CH:13]([CH3:20])[O:14][CH2:15][CH2:16]2)=[N:11][C:10]=1[C:21]([OH:23])=O)[C:2]1[CH:7]=[CH:6][CH:5]=[CH:4][CH:3]=1.FC(F)(F)C(O)=O.[NH2:31][CH2:32][C:33]1[CH:42]=[CH:41][C:40]([F:43])=[CH:39][C:34]=1[C:35]([NH:37][CH3:38])=[O:36].C(N(CC)CC)C.F[P-](F)(F)(F)(F)F.N1(O[P+](N2CCCC2)(N2CCCC2)N2CCCC2)C2C=CC=CC=2N=N1. The catalyst is ClCCl.C(OCC)(=O)C. The product is [F:43][C:40]1[CH:41]=[CH:42][C:33]([CH2:32][NH:31][C:21]([C:10]2[N:11]=[C:12]3[N:17]([C:18](=[O:19])[C:9]=2[O:8][CH2:1][C:2]2[CH:3]=[CH:4][CH:5]=[CH:6][CH:7]=2)[CH2:16][CH2:15][O:14][CH:13]3[CH3:20])=[O:23])=[C:34]([C:35](=[O:36])[NH:37][CH3:38])[CH:39]=1. The yield is 1.00. (8) The yield is 0.880. The product is [CH2:6]([O:13][C:14]1[CH:15]=[CH:16][C:17]([OH:22])=[C:18]([CH:19]=[CH2:1])[CH:21]=1)[C:7]1[CH:12]=[CH:11][CH:10]=[CH:9][CH:8]=1. The catalyst is [Br-].C[P+](C1C=CC=CC=1)(C1C=CC=CC=1)C1C=CC=CC=1.C1COCC1. The reactants are [CH2:1]([Li])CCC.[CH2:6]([O:13][C:14]1[CH:15]=[CH:16][C:17]([OH:22])=[C:18]([CH:21]=1)[CH:19]=O)[C:7]1[CH:12]=[CH:11][CH:10]=[CH:9][CH:8]=1.ClCCl. (9) The product is [Cl:14][C:12]1[N:11]=[C:10]([N:15]([C:16]([O:18][C:19]([CH3:21])([CH3:22])[CH3:20])=[O:17])[C:23]([O:25][C:26]([CH3:27])([CH3:29])[CH3:28])=[O:24])[N:9]=[C:8]2[N:7]([CH2:30][C:31]3[C:36]([CH3:37])=[C:35]([O:38][CH3:39])[C:34]([CH3:40])=[CH:33][N:32]=3)[N:6]=[C:50]([CH2:51][CH2:52][CH:53]([OH:49])[CH2:44][OH:45])[C:13]=12. The reactants are C(C1[C:13]2[C:8](=[N:9][C:10]([N:15]([C:23]([O:25][C:26]([CH3:29])([CH3:28])[CH3:27])=[O:24])[C:16]([O:18][C:19]([CH3:22])([CH3:21])[CH3:20])=[O:17])=[N:11][C:12]=2[Cl:14])[N:7]([CH2:30][C:31]2[C:36]([CH3:37])=[C:35]([O:38][CH3:39])[C:34]([CH3:40])=[CH:33][N:32]=2)[N:6]=1)CC=C.C[N+]1([O-])CC[O:45][CH2:44]C1.[O:49]1[CH2:53][CH2:52][CH2:51][CH2:50]1.S([O-])([O-])(=O)=S.[Na+].[Na+]. The catalyst is [Os](=O)(=O)(=O)=O.C(OCC)(=O)C.O.CC(C)=O. The yield is 0.910.